Dataset: Full USPTO retrosynthesis dataset with 1.9M reactions from patents (1976-2016). Task: Predict the reactants needed to synthesize the given product. Given the product [N:44]([C:2]1[C:7]([C:8](=[O:42])[CH2:9][N:10]([CH2:33][C:34]2[CH:35]=[C:36]([F:41])[CH:37]=[C:38]([F:40])[CH:39]=2)[C:11]([C:13]2[CH:14]=[N:15][N:16]([C@H:22]3[CH2:23][CH2:24][C@H:25]([C:28]([O:30][CH2:31][CH3:32])=[O:29])[CH2:26][CH2:27]3)[C:17]=2[C:18]([F:20])([F:21])[F:19])=[O:12])=[C:6]([Cl:43])[CH:5]=[CH:4][N:3]=1)=[N+:45]=[N-:46], predict the reactants needed to synthesize it. The reactants are: Cl[C:2]1[C:7]([C:8](=[O:42])[CH2:9][N:10]([CH2:33][C:34]2[CH:39]=[C:38]([F:40])[CH:37]=[C:36]([F:41])[CH:35]=2)[C:11]([C:13]2[CH:14]=[N:15][N:16]([C@H:22]3[CH2:27][CH2:26][C@H:25]([C:28]([O:30][CH2:31][CH3:32])=[O:29])[CH2:24][CH2:23]3)[C:17]=2[C:18]([F:21])([F:20])[F:19])=[O:12])=[C:6]([Cl:43])[CH:5]=[CH:4][N:3]=1.[N-:44]=[N+:45]=[N-:46].[Na+].